From a dataset of Catalyst prediction with 721,799 reactions and 888 catalyst types from USPTO. Predict which catalyst facilitates the given reaction. (1) Reactant: Br[CH2:2][C:3]1[CH:11]=[CH:10][C:6]([C:7]([OH:9])=[O:8])=[C:5]([C:12]([F:15])([F:14])[F:13])[CH:4]=1.C(=O)([O-])[O-:17].[K+].[K+]. Product: [OH:17][CH2:2][C:3]1[CH:11]=[CH:10][C:6]([C:7]([OH:9])=[O:8])=[C:5]([C:12]([F:15])([F:14])[F:13])[CH:4]=1. The catalyst class is: 6. (2) Reactant: C([O:3][C:4](=[O:36])[CH:5]([O:34][CH3:35])[CH2:6][C:7]1[CH:12]=[CH:11][C:10]([O:13][CH2:14][CH2:15][CH:16]2[CH2:20][N:19]([CH2:21][C:22]3[CH:27]=[CH:26][C:25]([C:28]([F:31])([F:30])[F:29])=[CH:24][CH:23]=3)[C:18](=[O:32])[N:17]2[CH3:33])=[CH:9][CH:8]=1)C.[OH-].[Na+]. Product: [CH3:35][O:34][CH:5]([CH2:6][C:7]1[CH:8]=[CH:9][C:10]([O:13][CH2:14][CH2:15][CH:16]2[CH2:20][N:19]([CH2:21][C:22]3[CH:23]=[CH:24][C:25]([C:28]([F:31])([F:30])[F:29])=[CH:26][CH:27]=3)[C:18](=[O:32])[N:17]2[CH3:33])=[CH:11][CH:12]=1)[C:4]([OH:36])=[O:3]. The catalyst class is: 8. (3) Reactant: [Cl:1][C:2]1[C:11]2[C:6](=[CH:7][CH:8]=[C:9]([OH:12])[CH:10]=2)[N:5]=[C:4]([C:13]2[CH:20]=[CH:19][C:16]([C:17]#[N:18])=[CH:15][CH:14]=2)[CH:3]=1.[Si]([N:25]=[N+:26]=[N-:27])(C)(C)C. Product: [N:18]1[NH:25][N:26]=[N:27][C:17]=1[C:16]1[CH:19]=[CH:20][C:13]([C:4]2[CH:3]=[C:2]([Cl:1])[C:11]3[C:6](=[CH:7][CH:8]=[C:9]([OH:12])[CH:10]=3)[N:5]=2)=[CH:14][CH:15]=1. The catalyst class is: 11. (4) Product: [CH3:53][N:49]([CH:50]1[CH2:51][CH2:60][O:59][CH2:58][CH2:52]1)[C:19](=[O:21])[C:18]1[CH:22]=[CH:23][C:15]([O:14][CH2:13][C:3]2[C:4]([C:7]3[CH:8]=[CH:9][CH:10]=[CH:11][CH:12]=3)=[N:5][O:6][C:2]=2[CH3:1])=[N:16][CH:17]=1. The catalyst class is: 3. Reactant: [CH3:1][C:2]1[O:6][N:5]=[C:4]([C:7]2[CH:12]=[CH:11][CH:10]=[CH:9][CH:8]=2)[C:3]=1[CH2:13][O:14][C:15]1[CH:23]=[CH:22][C:18]([C:19]([OH:21])=O)=[CH:17][N:16]=1.F[B-](F)(F)F.N1(OC(N(C)C)=[N+](C)C)C2C=CC=CC=2N=N1.C([N:49]([CH2:53]C)[CH:50]([CH3:52])[CH3:51])(C)C.NC1C[CH2:60][O:59][CH2:58]C1. (5) Reactant: Cl.[NH2:2][CH2:3][C:4]([N:6]([CH2:8][C:9]1[CH:14]=[CH:13][CH:12]=[CH:11][C:10]=1Br)[CH3:7])=[O:5].C1C=CC(P(C2C=CC3C(=CC=CC=3)C=2C2C3C(=CC=CC=3)C=CC=2P(C2C=CC=CC=2)C2C=CC=CC=2)C2C=CC=CC=2)=CC=1.CC(C)([O-])C.[Na+].C1(C)C=CC=CC=1. Product: [CH3:7][N:6]1[CH2:8][C:9]2[CH:14]=[CH:13][CH:12]=[CH:11][C:10]=2[NH:2][CH2:3][C:4]1=[O:5]. The catalyst class is: 713. (6) Reactant: C(OC([N:8]1[CH2:13][CH2:12][CH:11]([O:14][C:15]2[N:16]=[N:17][C:18]([CH2:38][CH2:39][CH2:40][CH3:41])=[C:19]([C:25]3[CH:30]=[CH:29][C:28]([O:31][CH:32]4[CH2:37][CH2:36][CH2:35][CH2:34][CH2:33]4)=[CH:27][CH:26]=3)[C:20]=2[C:21]([F:24])([F:23])[F:22])[CH2:10][CH2:9]1)=O)(C)(C)C.[ClH:42]. Product: [ClH:42].[ClH:42].[CH2:38]([C:18]1[N:17]=[N:16][C:15]([O:14][CH:11]2[CH2:12][CH2:13][NH:8][CH2:9][CH2:10]2)=[C:20]([C:21]([F:22])([F:24])[F:23])[C:19]=1[C:25]1[CH:26]=[CH:27][C:28]([O:31][CH:32]2[CH2:33][CH2:34][CH2:35][CH2:36][CH2:37]2)=[CH:29][CH:30]=1)[CH2:39][CH2:40][CH3:41]. The catalyst class is: 135. (7) Reactant: [C:1]([C:5]1[S:9][C:8]([C:10]([O:12]C)=[O:11])=[C:7]([N+:14]([O-:16])=[O:15])[CH:6]=1)([CH3:4])([CH3:3])[CH3:2].C1COCC1.CO.Cl. Product: [C:1]([C:5]1[S:9][C:8]([C:10]([OH:12])=[O:11])=[C:7]([N+:14]([O-:16])=[O:15])[CH:6]=1)([CH3:4])([CH3:2])[CH3:3]. The catalyst class is: 6.